Predict which catalyst facilitates the given reaction. From a dataset of Catalyst prediction with 721,799 reactions and 888 catalyst types from USPTO. (1) Reactant: [C:1]([C:3]1[C:7]([CH3:8])=[C:6]([C:9]2[CH:14]=[CH:13][N:12]=[CH:11][CH:10]=2)[NH:5][C:4]=1[C:15]1[CH:20]=[CH:19][N:18]=[CH:17][CH:16]=1)#[N:2].C([O-])(O)=[O:22].[Na+]. Product: [NH2:2][C:1]([C:3]1[C:7]([CH3:8])=[C:6]([C:9]2[CH:10]=[CH:11][N:12]=[CH:13][CH:14]=2)[NH:5][C:4]=1[C:15]1[CH:20]=[CH:19][N:18]=[CH:17][CH:16]=1)=[O:22]. The catalyst class is: 65. (2) Reactant: Cl.[F:2][C:3]1([F:28])[CH2:5][CH:4]1[CH2:6][O:7][C:8]1[CH:9]=[C:10]2[C:15](=[CH:16][CH:17]=1)[CH2:14][N:13]([CH2:18][C:19]1[CH:24]=[CH:23][C:22]([C@@H:25]([NH2:27])[CH3:26])=[CH:21][CH:20]=1)[CH2:12][CH2:11]2.[CH2:29]([N:31]=[C:32]=[O:33])[CH3:30]. Product: [F:28][C:3]1([F:2])[CH2:5][CH:4]1[CH2:6][O:7][C:8]1[CH:9]=[C:10]2[C:15](=[CH:16][CH:17]=1)[CH2:14][N:13]([CH2:18][C:19]1[CH:20]=[CH:21][C:22]([C@@H:25]([NH:27][C:32]([NH:31][CH2:29][CH3:30])=[O:33])[CH3:26])=[CH:23][CH:24]=1)[CH2:12][CH2:11]2. The catalyst class is: 1. (3) Reactant: O.[C:2]1([CH3:12])[CH:7]=[CH:6][C:5]([S:8]([OH:11])(=[O:10])=[O:9])=[CH:4][CH:3]=1.[CH2:13]([C@@:16]1([CH3:44])[CH2:21][C@H:20]([C:22]2[CH:27]=[CH:26][CH:25]=[C:24]([Cl:28])[CH:23]=2)[C@@H:19]([C:29]2[CH:34]=[CH:33][C:32]([Cl:35])=[C:31]([F:36])[CH:30]=2)[N:18]([C@@H:37]([CH:40]2[CH2:42][CH2:41]2)[CH2:38][OH:39])[C:17]1=O)[CH:14]=[CH2:15]. Product: [CH3:12][C:2]1[CH:3]=[CH:4][C:5]([S:8]([O-:11])(=[O:10])=[O:9])=[CH:6][CH:7]=1.[CH2:13]([C@@:16]1([CH3:44])[CH2:21][C@H:20]([C:22]2[CH:27]=[CH:26][CH:25]=[C:24]([Cl:28])[CH:23]=2)[C@@H:19]([C:29]2[CH:34]=[CH:33][C:32]([Cl:35])=[C:31]([F:36])[CH:30]=2)[N+:18]2[C@@H:37]([CH:40]3[CH2:42][CH2:41]3)[CH2:38][O:39][C:17]1=2)[CH:14]=[CH2:15]. The catalyst class is: 11. (4) Reactant: [C:1]([O:5][C:6]([NH:8][CH:9]([CH3:13])[C:10]([OH:12])=O)=[O:7])([CH3:4])([CH3:3])[CH3:2].CCN(CC)CC.C(Cl)(=O)OCC.[N+:27](=[CH2:29])=[N-:28]. Product: [C:1]([O:5][C:6](=[O:7])[NH:8][CH:9]([CH3:13])[C:10](=[O:12])[CH:29]=[N+:27]=[N-:28])([CH3:2])([CH3:3])[CH3:4]. The catalyst class is: 116. (5) Reactant: [N:1]([CH2:4][C@@H:5]([NH:15][C:16]([C:18]1[S:19][C:20]([C:23]2[C:24]3[C@H:31]([CH3:32])[CH2:30][C@@H:29]([OH:33])[C:25]=3[N:26]=[CH:27][N:28]=2)=[CH:21][CH:22]=1)=[O:17])[CH2:6][C:7]1[CH:12]=[CH:11][C:10]([Cl:13])=[CH:9][C:8]=1[Cl:14])=[N+]=[N-]. Product: [NH2:1][CH2:4][C@@H:5]([NH:15][C:16]([C:18]1[S:19][C:20]([C:23]2[C:24]3[C@H:31]([CH3:32])[CH2:30][C@@H:29]([OH:33])[C:25]=3[N:26]=[CH:27][N:28]=2)=[CH:21][CH:22]=1)=[O:17])[CH2:6][C:7]1[CH:12]=[CH:11][C:10]([Cl:13])=[CH:9][C:8]=1[Cl:14]. The catalyst class is: 19.